Dataset: Full USPTO retrosynthesis dataset with 1.9M reactions from patents (1976-2016). Task: Predict the reactants needed to synthesize the given product. (1) Given the product [Cl:1][C:2]1[CH:22]=[C:21]([F:23])[C:20]([F:24])=[CH:19][C:3]=1[C:4]([NH:6][C:7](=[O:8])[NH:9][C:10]1[CH:15]=[C:14]([NH:16][C:27](=[O:31])[CH3:28])[CH:13]=[CH:12][C:11]=1[O:17][CH3:18])=[O:5], predict the reactants needed to synthesize it. The reactants are: [Cl:1][C:2]1[CH:22]=[C:21]([F:23])[C:20]([F:24])=[CH:19][C:3]=1[C:4]([NH:6][C:7]([NH:9][C:10]1[CH:15]=[C:14]([NH2:16])[CH:13]=[CH:12][C:11]=1[O:17][CH3:18])=[O:8])=[O:5].CN1CC[CH2:28][C:27]1=[O:31].C(OC(=O)C)(=O)C. (2) Given the product [CH3:40][N:39]([CH3:41])[CH2:38][CH2:37][N:36]([CH2:35][C:32]1[CH:31]=[CH:30][C:29]([NH:28][C:4]([C:6]2[C:7]3[N:8]=[CH:9][CH:10]=[N:11][C:12]=3[C:13]([C:16]3[C:17]([F:27])=[C:18]([O:25][CH3:26])[CH:19]=[C:20]([O:23][CH3:24])[C:21]=3[F:22])=[CH:14][CH:15]=2)=[O:3])=[N:34][CH:33]=1)[CH3:42], predict the reactants needed to synthesize it. The reactants are: C([O:3][C:4]([C:6]1[C:7]2[N:8]=[CH:9][CH:10]=[N:11][C:12]=2[C:13]([C:16]2[C:21]([F:22])=[C:20]([O:23][CH3:24])[CH:19]=[C:18]([O:25][CH3:26])[C:17]=2[F:27])=[CH:14][CH:15]=1)=O)C.[NH2:28][C:29]1[N:34]=[CH:33][C:32]([CH2:35][N:36]([CH3:42])[CH2:37][CH2:38][N:39]([CH3:41])[CH3:40])=[CH:31][CH:30]=1.C[Al](C)C.C([O-])(O)=O.[Na+]. (3) Given the product [Cl:23][C:15]1[CH:14]=[C:13]([C:11]2[CH:12]=[C:7]([CH:6]=[O:41])[C:8]([OH:35])=[C:9]([C:24]3[CH:29]=[CH:28][C:27]([C:30]([F:31])([F:33])[F:32])=[C:26]([Cl:34])[CH:25]=3)[CH:10]=2)[CH:18]=[CH:17][C:16]=1[C:19]([F:22])([F:21])[F:20], predict the reactants needed to synthesize it. The reactants are: C(N[CH2:6][C:7]1[C:8]([OH:35])=[C:9]([C:24]2[CH:29]=[CH:28][C:27]([C:30]([F:33])([F:32])[F:31])=[C:26]([Cl:34])[CH:25]=2)[CH:10]=[C:11]([C:13]2[CH:18]=[CH:17][C:16]([C:19]([F:22])([F:21])[F:20])=[C:15]([Cl:23])[CH:14]=2)[CH:12]=1)(C)(C)C.BrC1C=C(Br)C=C(C=[O:41])C=1O.ClC1C=C(B(O)O)C=CC=1C(F)(F)F. (4) Given the product [CH2:1]([O:2][C:3]1[CH:28]=[C:27]([C:29]2[S:30][C:31]3[CH2:37][CH2:36][CH2:35][CH2:34][C:32]=3[N:33]=2)[CH:26]=[CH:25][C:4]=1[O:5][CH2:6][CH2:7][CH2:8][O:9][C:10]1[CH:11]=[C:12]2[C:16](=[CH:17][CH:18]=1)[C@H:15]([CH2:19][C:20]([O:22][CH2:23][CH3:24])=[O:21])[CH2:14][CH2:13]2)[CH2:45][CH3:46], predict the reactants needed to synthesize it. The reactants are: [CH3:1][O:2][C:3]1[CH:28]=[C:27]([C:29]2[S:30][C:31]3[CH2:37][CH2:36][CH2:35][CH2:34][C:32]=3[N:33]=2)[CH:26]=[CH:25][C:4]=1[O:5][CH2:6][CH2:7][CH2:8][O:9][C:10]1[CH:11]=[C:12]2[C:16](=[CH:17][CH:18]=1)[C@H:15]([CH2:19][C:20]([O:22][CH2:23][CH3:24])=[O:21])[CH2:14][CH2:13]2.C([O-])([O-])=O.[Cs+].[Cs+].I[CH2:45][CH2:46]C. (5) Given the product [Br:21][CH2:18][C:14]1[C:15]([CH3:17])=[N:16][C:11]([C:8]2[CH:9]=[CH:10][C:5]([C:1]([CH3:4])([CH3:3])[CH3:2])=[CH:6][CH:7]=2)=[CH:12][CH:13]=1, predict the reactants needed to synthesize it. The reactants are: [C:1]([C:5]1[CH:10]=[CH:9][C:8]([C:11]2[N:16]=[C:15]([CH3:17])[C:14]([CH2:18]O)=[CH:13][CH:12]=2)=[CH:7][CH:6]=1)([CH3:4])([CH3:3])[CH3:2].P(Br)(Br)[Br:21].C(=O)([O-])O.[Na+].